Dataset: Catalyst prediction with 721,799 reactions and 888 catalyst types from USPTO. Task: Predict which catalyst facilitates the given reaction. (1) Product: [CH3:7][O:8][C:9]1[CH:10]=[C:11]([CH2:12][OH:13])[CH:15]=[C:16]([C:18]([F:19])([F:21])[F:20])[CH:17]=1. Reactant: [H-].[Al+3].[Li+].[H-].[H-].[H-].[CH3:7][O:8][C:9]1[CH:10]=[C:11]([CH:15]=[C:16]([C:18]([F:21])([F:20])[F:19])[CH:17]=1)[C:12](O)=[O:13].O.[OH-].[Na+]. The catalyst class is: 1. (2) Reactant: Cl.Cl.[NH:3]1[CH2:8][CH2:7][CH2:6][C@@H:5]([NH:9][C:10]2[N:15]=[CH:14][C:13](/[CH:16]=[CH:17]/[C:18]([O:20][CH2:21][CH3:22])=[O:19])=[CH:12][CH:11]=2)[CH2:4]1.C(N(CC)CC)C.[Cl:30][C:31]1[CH:39]=[CH:38][C:34]([C:35](Cl)=[O:36])=[CH:33][CH:32]=1.O. Product: [Cl:30][C:31]1[CH:39]=[CH:38][C:34]([C:35]([N:3]2[CH2:8][CH2:7][CH2:6][C@@H:5]([NH:9][C:10]3[N:15]=[CH:14][C:13](/[CH:16]=[CH:17]/[C:18]([O:20][CH2:21][CH3:22])=[O:19])=[CH:12][CH:11]=3)[CH2:4]2)=[O:36])=[CH:33][CH:32]=1. The catalyst class is: 3.